Predict the product of the given reaction. From a dataset of Forward reaction prediction with 1.9M reactions from USPTO patents (1976-2016). (1) Given the reactants [CH2:1]([O:3][C:4]([C:6]1[O:14][C:13]2[CH:12]=[CH:11][N:10]=[C:9]([Cl:15])[C:8]=2[C:7]=1[OH:16])=[O:5])[CH3:2].C1C=CC(N([S:24]([C:27]([F:30])([F:29])[F:28])(=[O:26])=[O:25])[S:24]([C:27]([F:30])([F:29])[F:28])(=[O:26])=[O:25])=CC=1.C(N(C(C)C)CC)(C)C, predict the reaction product. The product is: [CH2:1]([O:3][C:4]([C:6]1[O:14][C:13]2[CH:12]=[CH:11][N:10]=[C:9]([Cl:15])[C:8]=2[C:7]=1[O:16][S:24]([C:27]([F:30])([F:29])[F:28])(=[O:26])=[O:25])=[O:5])[CH3:2]. (2) Given the reactants Cl.[NH2:2][CH2:3][C@H:4]([OH:7])[CH2:5][OH:6].C(N(CC)CC)C.[C:15](O[C:15]([O:17][C:18]([CH3:21])([CH3:20])[CH3:19])=[O:16])([O:17][C:18]([CH3:21])([CH3:20])[CH3:19])=[O:16], predict the reaction product. The product is: [OH:7][C@H:4]([CH2:5][OH:6])[CH2:3][NH:2][C:15](=[O:16])[O:17][C:18]([CH3:21])([CH3:20])[CH3:19].